Dataset: NCI-60 drug combinations with 297,098 pairs across 59 cell lines. Task: Regression. Given two drug SMILES strings and cell line genomic features, predict the synergy score measuring deviation from expected non-interaction effect. (1) Drug 1: CC1=C2C(C(=O)C3(C(CC4C(C3C(C(C2(C)C)(CC1OC(=O)C(C(C5=CC=CC=C5)NC(=O)OC(C)(C)C)O)O)OC(=O)C6=CC=CC=C6)(CO4)OC(=O)C)OC)C)OC. Drug 2: C1CCC(C1)C(CC#N)N2C=C(C=N2)C3=C4C=CNC4=NC=N3. Cell line: T-47D. Synergy scores: CSS=31.2, Synergy_ZIP=7.62, Synergy_Bliss=7.23, Synergy_Loewe=-16.8, Synergy_HSA=3.62. (2) Drug 1: C1=CN(C(=O)N=C1N)C2C(C(C(O2)CO)O)O.Cl. Drug 2: C1=CN(C=N1)CC(O)(P(=O)(O)O)P(=O)(O)O. Cell line: A498. Synergy scores: CSS=27.1, Synergy_ZIP=3.59, Synergy_Bliss=3.80, Synergy_Loewe=-6.81, Synergy_HSA=4.29. (3) Drug 1: CN(CCCl)CCCl.Cl. Drug 2: COCCOC1=C(C=C2C(=C1)C(=NC=N2)NC3=CC=CC(=C3)C#C)OCCOC.Cl. Cell line: COLO 205. Synergy scores: CSS=33.3, Synergy_ZIP=3.17, Synergy_Bliss=2.88, Synergy_Loewe=-4.16, Synergy_HSA=1.89. (4) Drug 1: C1=NC(=NC(=O)N1C2C(C(C(O2)CO)O)O)N. Drug 2: CCN(CC)CCCC(C)NC1=C2C=C(C=CC2=NC3=C1C=CC(=C3)Cl)OC. Cell line: M14. Synergy scores: CSS=29.3, Synergy_ZIP=-8.52, Synergy_Bliss=-0.288, Synergy_Loewe=-4.31, Synergy_HSA=0.0343. (5) Drug 1: COC1=C2C(=CC3=C1OC=C3)C=CC(=O)O2. Drug 2: CC(C)CN1C=NC2=C1C3=CC=CC=C3N=C2N. Cell line: UACC62. Synergy scores: CSS=4.61, Synergy_ZIP=2.90, Synergy_Bliss=3.34, Synergy_Loewe=-0.401, Synergy_HSA=-2.87. (6) Drug 1: CC(C)CN1C=NC2=C1C3=CC=CC=C3N=C2N. Drug 2: CCC1(C2=C(COC1=O)C(=O)N3CC4=CC5=C(C=CC(=C5CN(C)C)O)N=C4C3=C2)O.Cl. Cell line: TK-10. Synergy scores: CSS=4.85, Synergy_ZIP=-4.91, Synergy_Bliss=-3.36, Synergy_Loewe=-10.9, Synergy_HSA=-3.99. (7) Drug 1: CC1=C(C=C(C=C1)NC2=NC=CC(=N2)N(C)C3=CC4=NN(C(=C4C=C3)C)C)S(=O)(=O)N.Cl. Drug 2: CCCS(=O)(=O)NC1=C(C(=C(C=C1)F)C(=O)C2=CNC3=C2C=C(C=N3)C4=CC=C(C=C4)Cl)F. Cell line: NCI/ADR-RES. Synergy scores: CSS=-1.92, Synergy_ZIP=7.19, Synergy_Bliss=0.0701, Synergy_Loewe=-0.0141, Synergy_HSA=-2.14. (8) Drug 1: C1CCC(C1)C(CC#N)N2C=C(C=N2)C3=C4C=CNC4=NC=N3. Drug 2: CCC1(CC2CC(C3=C(CCN(C2)C1)C4=CC=CC=C4N3)(C5=C(C=C6C(=C5)C78CCN9C7C(C=CC9)(C(C(C8N6C)(C(=O)OC)O)OC(=O)C)CC)OC)C(=O)OC)O.OS(=O)(=O)O. Cell line: NCI/ADR-RES. Synergy scores: CSS=6.19, Synergy_ZIP=0.452, Synergy_Bliss=3.02, Synergy_Loewe=5.17, Synergy_HSA=3.13.